From a dataset of Reaction yield outcomes from USPTO patents with 853,638 reactions. Predict the reaction yield, written as a fraction of the theoretical maximum amount of product (1.0 means a 100% yield; for example, 0.34 means a 34% yield). The reactants are [Br:1][C:2]1[CH:7]=[CH:6][C:5]([F:8])=[C:4]([F:9])[C:3]=1[F:10].C([N-]C(C)C)(C)C.[Li+].[C:19](=[O:21])=[O:20]. The catalyst is C1COCC1. The product is [Br:1][C:2]1[C:3]([F:10])=[C:4]([F:9])[C:5]([F:8])=[C:6]([CH:7]=1)[C:19]([OH:21])=[O:20]. The yield is 0.820.